From a dataset of Full USPTO retrosynthesis dataset with 1.9M reactions from patents (1976-2016). Predict the reactants needed to synthesize the given product. (1) The reactants are: [O:1]1[C:5]2[CH:6]=[CH:7][C:8]([C:10]3([C:13]([NH:15][C:16]4[N:21]=[C:20]([C:22]5[C:23]([O:28]C)=[N:24][CH:25]=[CH:26][CH:27]=5)[C:19]([CH3:30])=[C:18]([CH3:31])[CH:17]=4)=[O:14])[CH2:12][CH2:11]3)=[CH:9][C:4]=2[CH2:3][CH2:2]1.[Si](I)(C)(C)C.CO.C(OCC)(=O)C. Given the product [O:1]1[C:5]2[CH:6]=[CH:7][C:8]([C:10]3([C:13]([NH:15][C:16]4[CH:17]=[C:18]([CH3:31])[C:19]([CH3:30])=[C:20]([C:22]5[C:23](=[O:28])[NH:24][CH:25]=[CH:26][CH:27]=5)[N:21]=4)=[O:14])[CH2:12][CH2:11]3)=[CH:9][C:4]=2[CH2:3][CH2:2]1, predict the reactants needed to synthesize it. (2) Given the product [OH:1][CH2:2][C@H:3]1[CH2:7][CH2:6][N:5]([C:8]2[CH:15]=[C:14]([CH3:16])[CH:13]=[CH:12][C:9]=2[CH2:10][N:20]2[CH2:19][CH2:18][N:17]([C:23]([O:25][C:26]([CH3:29])([CH3:28])[CH3:27])=[O:24])[CH2:22][CH2:21]2)[CH2:4]1, predict the reactants needed to synthesize it. The reactants are: [OH:1][CH2:2][C@H:3]1[CH2:7][CH2:6][N:5]([C:8]2[CH:15]=[C:14]([CH3:16])[CH:13]=[CH:12][C:9]=2[CH:10]=O)[CH2:4]1.[N:17]1([C:23]([O:25][C:26]([CH3:29])([CH3:28])[CH3:27])=[O:24])[CH2:22][CH2:21][NH:20][CH2:19][CH2:18]1.ClCCCl.[BH-](OC(C)=O)(OC(C)=O)OC(C)=O.[Na+]. (3) Given the product [ClH:29].[ClH:29].[ClH:29].[N:23]1([CH2:22][C:17]2[CH:18]=[C:19]3[C:14](=[CH:15][CH:16]=2)[CH2:13][N:12]([CH:10]2[CH2:9][NH:8][CH2:11]2)[CH2:21][CH2:20]3)[CH2:26][CH2:25][CH2:24]1, predict the reactants needed to synthesize it. The reactants are: C(OC([N:8]1[CH2:11][CH:10]([N:12]2[CH2:21][CH2:20][C:19]3[C:14](=[CH:15][CH:16]=[C:17]([CH2:22][N:23]4[CH2:26][CH2:25][CH2:24]4)[CH:18]=3)[CH2:13]2)[CH2:9]1)=O)(C)(C)C.CO.[ClH:29]. (4) Given the product [F:28][C:29]1[CH:30]=[C:31]2[C:35](=[CH:36][CH:37]=1)[N:34]([CH2:38][C:39]1[O:40][C:41]([C:44]([F:47])([F:45])[F:46])=[CH:42][CH:43]=1)[C:33](=[O:48])[CH:32]2[C:49]1[C:57]([OH:58])=[CH:56][C:52]2[O:53][CH2:54][O:55][C:51]=2[CH:50]=1, predict the reactants needed to synthesize it. The reactants are: BrC1C=CC=C2C=1C(O)(C1C(O)=CC3OCOC=3C=1)C(=O)N2CCCCC.[F:28][C:29]1[CH:30]=[C:31]2[C:35](=[CH:36][CH:37]=1)[N:34]([CH2:38][C:39]1[O:40][C:41]([C:44]([F:47])([F:46])[F:45])=[CH:42][CH:43]=1)[C:33](=[O:48])[C:32]2(O)[C:49]1[C:57]([OH:58])=[CH:56][C:52]2[O:53][CH2:54][O:55][C:51]=2[CH:50]=1.